This data is from Catalyst prediction with 721,799 reactions and 888 catalyst types from USPTO. The task is: Predict which catalyst facilitates the given reaction. (1) Reactant: Cl[C:2]1[C:7]([Cl:8])=[CH:6][C:5]([N+:9]([O-:11])=[O:10])=[CH:4][N:3]=1.[NH:12]1[CH2:17][CH2:16][O:15][CH2:14][CH2:13]1. Product: [Cl:8][C:7]1[C:2]([N:12]2[CH2:17][CH2:16][O:15][CH2:14][CH2:13]2)=[N:3][CH:4]=[C:5]([N+:9]([O-:11])=[O:10])[CH:6]=1. The catalyst class is: 6. (2) Reactant: [CH3:1][CH2:2][O:3][C:4]([C:6]1[N:23]([C:24]([O:26][C:27]([CH3:30])([CH3:29])[CH3:28])=[O:25])[C:9]2=[N:10][CH:11]=[C:12]([O:14]C(=O)C3C=CC=CC=3)[CH:13]=[C:8]2[CH:7]=1)=[O:5].C(=O)([O-])[O-].[K+].[K+].C(OCC)(=O)C. Product: [CH3:1][CH2:2][O:3][C:4]([C:6]1[N:23]([C:24]([O:26][C:27]([CH3:28])([CH3:30])[CH3:29])=[O:25])[C:9]2=[N:10][CH:11]=[C:12]([OH:14])[CH:13]=[C:8]2[CH:7]=1)=[O:5]. The catalyst class is: 5. (3) The catalyst class is: 3. Reactant: [OH:1][CH:2]1[CH2:7][CH2:6][N:5]([C:8]2[CH:13]=[CH:12][N:11]3[N:14]=[C:15]([C:27]4[CH:32]=[CH:31][CH:30]=[CH:29][CH:28]=4)[C:16]([C:17]4[CH:18]=[CH:19][C:20](=[O:26])[N:21]([CH:23]([CH3:25])[CH3:24])[N:22]=4)=[C:10]3[CH:9]=2)[CH2:4][CH2:3]1.[H-].[Na+].I[CH3:36]. Product: [CH3:36][O:1][CH:2]1[CH2:3][CH2:4][N:5]([C:8]2[CH:13]=[CH:12][N:11]3[N:14]=[C:15]([C:27]4[CH:28]=[CH:29][CH:30]=[CH:31][CH:32]=4)[C:16]([C:17]4[CH:18]=[CH:19][C:20](=[O:26])[N:21]([CH:23]([CH3:25])[CH3:24])[N:22]=4)=[C:10]3[CH:9]=2)[CH2:6][CH2:7]1. (4) Reactant: [F:1][C@H:2]1[C@@H:7]([O:8][C:9]2[CH:16]=[CH:15][C:14]([C:17]3[N:22]=[C:21]([NH:23][C:24]4[CH:29]=[CH:28][C:27]([N:30]5[CH2:35][CH2:34][N:33]([CH:36]6[CH2:39][O:38][CH2:37]6)[CH2:32][CH2:31]5)=[CH:26][CH:25]=4)[N:20]=[CH:19][N:18]=3)=[CH:13][C:10]=2[C:11]#[N:12])[CH2:6][CH2:5][NH:4][CH2:3]1.[OH:40][C:41]1[CH:42]=[C:43]([CH:47]=[CH:48][N:49]=1)[C:44](O)=[O:45].CN(C(ON1N=NC2C=CC=NC1=2)=[N+](C)C)C.F[P-](F)(F)(F)(F)F. Product: [F:1][C@H:2]1[C@@H:7]([O:8][C:9]2[CH:16]=[CH:15][C:14]([C:17]3[N:22]=[C:21]([NH:23][C:24]4[CH:29]=[CH:28][C:27]([N:30]5[CH2:31][CH2:32][N:33]([CH:36]6[CH2:39][O:38][CH2:37]6)[CH2:34][CH2:35]5)=[CH:26][CH:25]=4)[N:20]=[CH:19][N:18]=3)=[CH:13][C:10]=2[C:11]#[N:12])[CH2:6][CH2:5][N:4]([C:44]([C:43]2[CH:47]=[CH:48][NH:49][C:41](=[O:40])[CH:42]=2)=[O:45])[CH2:3]1. The catalyst class is: 3. (5) Reactant: [CH3:1][O:2][C:3](=[O:21])[C@H:4]([OH:20])[CH2:5][NH:6][C:7]1[CH:8]=[C:9]2[C:13](=[CH:14][CH:15]=1)[N:12]([CH2:16][CH2:17][CH3:18])[C:11](=[O:19])[CH2:10]2.[C:22](OCC)(=[O:24])C. Product: [CH3:1][O:2][C:3]([C@@H:4]1[O:20][C:22](=[O:24])[N:6]([C:7]2[CH:8]=[C:9]3[C:13](=[CH:14][CH:15]=2)[N:12]([CH2:16][CH2:17][CH3:18])[C:11](=[O:19])[CH2:10]3)[CH2:5]1)=[O:21]. The catalyst class is: 10. (6) Reactant: C(OC(=O)[NH:7][CH:8]([CH:11]([C:13]1[O:14][C:15]2[CH:21]=[CH:20][CH:19]=[CH:18][C:16]=2[N:17]=1)[OH:12])[CH2:9][CH3:10])(C)(C)C.[C:23]([OH:29])([C:25]([F:28])([F:27])[F:26])=[O:24]. Product: [OH:29][C:23]([C:25]([F:28])([F:27])[F:26])=[O:24].[NH2:7][CH:8]([CH2:9][CH3:10])[C:11]([C:13]1[O:14][C:15]2[CH:21]=[CH:20][CH:19]=[CH:18][C:16]=2[N:17]=1)=[O:12]. The catalyst class is: 2. (7) Reactant: Cl.[C:2](=[O:14])([O:12][CH3:13])[O:3][C:4]1[CH:9]=[CH:8][C:7]([F:10])=[C:6]([NH2:11])[CH:5]=1.[CH3:15][N:16]1[C:20]([C:21](Cl)=[O:22])=[CH:19][C:18]([CH3:24])=[N:17]1. Product: [C:2](=[O:14])([O:12][CH3:13])[O:3][C:4]1[CH:9]=[CH:8][C:7]([F:10])=[C:6]([NH:11][C:21]([C:20]2[N:16]([CH3:15])[N:17]=[C:18]([CH3:24])[CH:19]=2)=[O:22])[CH:5]=1. The catalyst class is: 80. (8) Reactant: [N:1]([O-])=O.[Na+].[NH2:5][C:6]1[CH:11]=[C:10]([CH2:12][CH3:13])[C:9]([O:14][CH3:15])=[CH:8][C:7]=1[C:16](=[O:18])[CH3:17].C(=O)([O-])[O-].[Na+].[Na+]. Product: [CH2:12]([C:10]1[CH:11]=[C:6]2[C:7]([C:16]([OH:18])=[CH:17][N:1]=[N:5]2)=[CH:8][C:9]=1[O:14][CH3:15])[CH3:13]. The catalyst class is: 223. (9) The catalyst class is: 187. Product: [C:1]([O:5][C:6]([N:8]1[CH2:12][CH2:11][C@H:10]([NH:13][C:19]2[CH:18]=[CH:17][C:16]([O:22][CH3:23])=[C:15]([Cl:14])[CH:20]=2)[CH2:9]1)=[O:7])([CH3:4])([CH3:2])[CH3:3]. Reactant: [C:1]([O:5][C:6]([N:8]1[CH2:12][CH2:11][C@H:10]([NH2:13])[CH2:9]1)=[O:7])([CH3:4])([CH3:3])[CH3:2].[Cl:14][C:15]1[C:20](Br)=[CH:19][CH:18]=[CH:17][C:16]=1[O:22][CH3:23].C1C=CC(P(C2C(C3C(P(C4C=CC=CC=4)C4C=CC=CC=4)=CC=C4C=3C=CC=C4)=C3C(C=CC=C3)=CC=2)C2C=CC=CC=2)=CC=1.CC(C)([O-])C.[Na+]. (10) Product: [Br:68][C:69]1[CH:74]=[CH:73][C:72]([C@@H:75]([NH:77][C:30]([C:26]2[CH:25]=[C:24]3[C:29](=[CH:28][CH:27]=2)[N:21]([CH2:20][C:17]2[CH:16]=[CH:15][C:14]([C:9]4[C:8]([C:6]([O:5][C:1]([CH3:2])([CH3:3])[CH3:4])=[O:7])=[CH:13][CH:12]=[CH:11][CH:10]=4)=[CH:19][CH:18]=2)[C:22]([CH3:34])=[C:23]3[CH3:33])=[O:31])[CH3:76])=[CH:71][CH:70]=1. The catalyst class is: 3. Reactant: [C:1]([O:5][C:6]([C:8]1[CH:13]=[CH:12][CH:11]=[CH:10][C:9]=1[C:14]1[CH:19]=[CH:18][C:17]([CH2:20][N:21]2[C:29]3[C:24](=[CH:25][C:26]([C:30](O)=[O:31])=[CH:27][CH:28]=3)[C:23]([CH3:33])=[C:22]2[CH3:34])=[CH:16][CH:15]=1)=[O:7])([CH3:4])([CH3:3])[CH3:2].CCN(C(C)C)C(C)C.CN(C(ON1N=NC2C=CC=NC1=2)=[N+](C)C)C.F[P-](F)(F)(F)(F)F.[Br:68][C:69]1[CH:74]=[CH:73][C:72]([C@@H:75]([NH2:77])[CH3:76])=[CH:71][CH:70]=1.